From a dataset of Forward reaction prediction with 1.9M reactions from USPTO patents (1976-2016). Predict the product of the given reaction. (1) Given the reactants [CH2:1]([N:4]([C:6]([CH3:13])([CH3:12])[C:7]([O:9][CH2:10][CH3:11])=[O:8])[NH2:5])[CH:2]=[CH2:3].[CH2:14]([N:21]=[C:22]=[O:23])[C:15]1[CH:20]=[CH:19][CH:18]=[CH:17][CH:16]=1, predict the reaction product. The product is: [CH2:1]([N:4]([C:6]([CH3:12])([CH3:13])[C:7]([O:9][CH2:10][CH3:11])=[O:8])[NH:5][C:22](=[O:23])[NH:21][CH2:14][C:15]1[CH:20]=[CH:19][CH:18]=[CH:17][CH:16]=1)[CH:2]=[CH2:3]. (2) Given the reactants [F:1][C:2]1[CH:3]=[C:4]([CH:35]=[CH:36][C:37]=1[F:38])[CH2:5][N:6]1[CH:11]=[CH:10][CH:9]=[C:8]([C:12]([NH:14][C@@H:15]([C:20]2[S:21][C:22]([C:25]3[C:33]4[C:28](=[N:29][CH:30]=[CH:31][CH:32]=4)[NH:27][CH:26]=3)=[CH:23][CH:24]=2)[CH2:16][C:17]([OH:19])=O)=[O:13])[C:7]1=[O:34].CN(C)C=O.[CH2:44]([NH2:47])[CH2:45][CH3:46].F[P-](F)(F)(F)(F)F.C[N+](C)=C(N(C)C)ON1C2N=CC=CC=2N=N1, predict the reaction product. The product is: [CH2:44]([NH:47][C:17]([CH2:16][C@@H:15]([NH:14][C:12]([C:8]1[C:7](=[O:34])[N:6]([CH2:5][C:4]2[CH:35]=[CH:36][C:37]([F:38])=[C:2]([F:1])[CH:3]=2)[CH:11]=[CH:10][CH:9]=1)=[O:13])[C:20]1[S:21][C:22]([C:25]2[C:33]3[C:28](=[N:29][CH:30]=[CH:31][CH:32]=3)[NH:27][CH:26]=2)=[CH:23][CH:24]=1)=[O:19])[CH2:45][CH3:46]. (3) Given the reactants [NH:1]1[CH2:5][CH2:4][CH2:3][CH2:2]1.[CH3:6][O:7][C:8]1[CH:9]=[C:10]([CH:14]=[CH:15][C:16]=1[N+:17]([O-:19])=[O:18])[C:11](Cl)=[O:12].CCN(C(C)C)C(C)C, predict the reaction product. The product is: [CH3:6][O:7][C:8]1[CH:9]=[C:10]([C:11]([N:1]2[CH2:5][CH2:4][CH2:3][CH2:2]2)=[O:12])[CH:14]=[CH:15][C:16]=1[N+:17]([O-:19])=[O:18]. (4) Given the reactants [Cl:1][C:2]1[CH:3]=[C:4]([NH:17][C:18]([C:20]2[S:24][C:23]3[CH:25]=[CH:26][C:27]([NH:29][S:30]([CH3:33])(=[O:32])=[O:31])=[CH:28][C:22]=3[CH:21]=2)=[O:19])[CH:5]=[C:6]([NH:8][C:9]2[CH:14]=[CH:13][C:12]([F:15])=[CH:11][C:10]=2[F:16])[CH:7]=1.C=O.[CH3:36]C(O)=O.[BH3-]C#N.[Na+], predict the reaction product. The product is: [Cl:1][C:2]1[CH:3]=[C:4]([NH:17][C:18]([C:20]2[S:24][C:23]3[CH:25]=[CH:26][C:27]([NH:29][S:30]([CH3:33])(=[O:31])=[O:32])=[CH:28][C:22]=3[CH:21]=2)=[O:19])[CH:5]=[C:6]([N:8]([C:9]2[CH:14]=[CH:13][C:12]([F:15])=[CH:11][C:10]=2[F:16])[CH3:36])[CH:7]=1. (5) Given the reactants [S:1]1[C:5]2[CH:6]=[CH:7][C:8]([N:10]3[CH2:15][CH2:14][CH:13]([C:16]([OH:18])=O)[CH2:12][CH2:11]3)=[CH:9][C:4]=2[N:3]=[CH:2]1.BrC1C=CC2SC=NC=2C=1.[NH2:29][C:30]1[CH:31]=[N:32][CH:33]=[CH:34][CH:35]=1, predict the reaction product. The product is: [N:32]1[CH:33]=[CH:34][CH:35]=[C:30]([NH:29][C:16]([CH:13]2[CH2:12][CH2:11][N:10]([C:8]3[CH:7]=[CH:6][C:5]4[S:1][CH:2]=[N:3][C:4]=4[CH:9]=3)[CH2:15][CH2:14]2)=[O:18])[CH:31]=1. (6) Given the reactants [Cl:1][C:2]1[CH:7]=[CH:6][C:5]([CH:8]([NH:26][C:27]2[CH:32]=[C:31]([CH3:33])[C:30](=[O:34])[N:29]([CH3:35])[CH:28]=2)[C:9]2[C:10]([C:23]([OH:25])=O)=[N:11][N:12]([CH2:14][C:15]3[CH:20]=[CH:19][C:18]([O:21][CH3:22])=[CH:17][CH:16]=3)[CH:13]=2)=[CH:4][CH:3]=1, predict the reaction product. The product is: [Cl:1][C:2]1[CH:3]=[CH:4][C:5]([CH:8]2[C:9]3[C:10](=[N:11][N:12]([CH2:14][C:15]4[CH:16]=[CH:17][C:18]([O:21][CH3:22])=[CH:19][CH:20]=4)[CH:13]=3)[C:23](=[O:25])[N:26]2[C:27]2[CH:32]=[C:31]([CH3:33])[C:30](=[O:34])[N:29]([CH3:35])[CH:28]=2)=[CH:6][CH:7]=1. (7) Given the reactants [CH3:1][O:2][C:3]1[CH:31]=[CH:30][C:6]([CH2:7][NH:8][C:9]([C:11]2[CH:16]=[CH:15][C:14]([C:17]3[CH:22]=[C:21]([C:23]4[O:24][C:25]([CH3:28])=[N:26][N:27]=4)[CH:20]=[CH:19][C:18]=3[CH3:29])=[CH:13][CH:12]=2)=[O:10])=[CH:5][CH:4]=1.I[CH3:33], predict the reaction product. The product is: [CH3:1][O:2][C:3]1[CH:4]=[CH:5][C:6]([CH2:7][N:8]([CH3:33])[C:9]([C:11]2[CH:12]=[CH:13][C:14]([C:17]3[CH:22]=[C:21]([C:23]4[O:24][C:25]([CH3:28])=[N:26][N:27]=4)[CH:20]=[CH:19][C:18]=3[CH3:29])=[CH:15][CH:16]=2)=[O:10])=[CH:30][CH:31]=1. (8) Given the reactants [CH3:1][CH:2]([N:4]1[C:8]2[N:9]=[C:10]([C:16]3[CH:21]=[CH:20][C:19]([C:22]4[CH:23]=[N:24][NH:25][CH:26]=4)=[CH:18][CH:17]=3)[CH:11]=[C:12]([C:13]([OH:15])=O)[C:7]=2[CH:6]=[N:5]1)[CH3:3].[NH2:27][CH2:28][C:29]1[C:30](=[O:37])[NH:31][C:32]([CH3:36])=[CH:33][C:34]=1[CH3:35].CN1CCOCC1.ON1C2N=CC=CC=2N=N1.C(Cl)CCl, predict the reaction product. The product is: [CH3:35][C:34]1[CH:33]=[C:32]([CH3:36])[NH:31][C:30](=[O:37])[C:29]=1[CH2:28][NH:27][C:13]([C:12]1[C:7]2[CH:6]=[N:5][N:4]([CH:2]([CH3:3])[CH3:1])[C:8]=2[N:9]=[C:10]([C:16]2[CH:21]=[CH:20][C:19]([C:22]3[CH:26]=[N:25][NH:24][CH:23]=3)=[CH:18][CH:17]=2)[CH:11]=1)=[O:15]. (9) Given the reactants [CH3:1][C:2]1[NH:7][C:6](=[O:8])[C:5]([CH2:9][N:10]2C(=O)C3C(=CC=CC=3)C2=O)=[N:4][N:3]=1.NN, predict the reaction product. The product is: [NH2:10][CH2:9][C:5]1[C:6](=[O:8])[NH:7][C:2]([CH3:1])=[N:3][N:4]=1. (10) Given the reactants [C:1]([NH:18][C@H:19]([C:23]([O:25][CH2:26][CH:27]([O:38][C:39](=[O:57])[CH2:40][CH2:41][CH2:42][CH2:43][CH2:44][CH2:45][CH2:46][CH2:47][CH2:48][CH2:49][CH2:50][CH2:51][CH2:52][CH2:53][CH2:54][CH2:55][CH3:56])[C:28]([O:30]CC1C=CC=CC=1)=[O:29])=[O:24])[CH:20]([CH3:22])[CH3:21])([O:3][CH2:4][CH:5]1[C:17]2[C:12](=[CH:13][CH:14]=[CH:15][CH:16]=2)[C:11]2[C:6]1=[CH:7][CH:8]=[CH:9][CH:10]=2)=[O:2], predict the reaction product. The product is: [C:1]([NH:18][C@H:19]([C:23]([O:25][CH2:26][CH:27]([O:38][C:39](=[O:57])[CH2:40][CH2:41][CH2:42][CH2:43][CH2:44][CH2:45][CH2:46][CH2:47][CH2:48][CH2:49][CH2:50][CH2:51][CH2:52][CH2:53][CH2:54][CH2:55][CH3:56])[C:28]([OH:30])=[O:29])=[O:24])[CH:20]([CH3:22])[CH3:21])([O:3][CH2:4][CH:5]1[C:17]2[C:12](=[CH:13][CH:14]=[CH:15][CH:16]=2)[C:11]2[C:6]1=[CH:7][CH:8]=[CH:9][CH:10]=2)=[O:2].